The task is: Regression. Given a peptide amino acid sequence and an MHC pseudo amino acid sequence, predict their binding affinity value. This is MHC class I binding data.. This data is from Peptide-MHC class I binding affinity with 185,985 pairs from IEDB/IMGT. (1) The binding affinity (normalized) is 0. The peptide sequence is AVDLSHFLR. The MHC is HLA-A32:01 with pseudo-sequence HLA-A32:01. (2) The peptide sequence is GLSRYVARV. The MHC is HLA-A68:02 with pseudo-sequence HLA-A68:02. The binding affinity (normalized) is 0.160. (3) The peptide sequence is RLKPVGSAY. The MHC is HLA-A02:03 with pseudo-sequence HLA-A02:03. The binding affinity (normalized) is 0.195. (4) The peptide sequence is FIKNPACTV. The MHC is HLA-A02:06 with pseudo-sequence HLA-A02:06. The binding affinity (normalized) is 0.646. (5) The peptide sequence is VLIRRCHYL. The MHC is BoLA-JSP.1 with pseudo-sequence BoLA-JSP.1. The binding affinity (normalized) is 0.210. (6) The peptide sequence is RVVDLYIGR. The MHC is HLA-B15:17 with pseudo-sequence HLA-B15:17. The binding affinity (normalized) is 0.0847. (7) The peptide sequence is ELQENITAH. The MHC is HLA-A23:01 with pseudo-sequence HLA-A23:01. The binding affinity (normalized) is 0.0847. (8) The binding affinity (normalized) is 0.710. The MHC is HLA-A02:01 with pseudo-sequence HLA-A02:01. The peptide sequence is GLFFSVYAL.